From a dataset of Reaction yield outcomes from USPTO patents with 853,638 reactions. Predict the reaction yield, written as a fraction of the theoretical maximum amount of product (1.0 means a 100% yield; for example, 0.34 means a 34% yield). (1) The reactants are [C:1]([N:8]1[CH2:13][CH2:12][CH:11]([NH2:14])[CH2:10][CH2:9]1)([O:3][C:4]([CH3:7])([CH3:6])[CH3:5])=[O:2].[C:15]([N:23]=[C:24]=[S:25])(=O)[C:16]1C=CC=CC=1. The catalyst is C1COCC1. The product is [S:25]1[CH:16]=[CH:15][N:23]=[C:24]1[NH:14][CH:11]1[CH2:12][CH2:13][N:8]([C:1]([O:3][C:4]([CH3:7])([CH3:6])[CH3:5])=[O:2])[CH2:9][CH2:10]1. The yield is 0.940. (2) The reactants are [CH3:1][O:2][C:3](=[O:22])[C:4]1[CH:9]=[C:8]([N+:10]([O-])=O)[C:7]([NH2:13])=[C:6]([F:14])[C:5]=1[NH:15][C:16]1[CH:21]=[CH:20][CH:19]=[CH:18][CH:17]=1.[CH:23](O)=O. The catalyst is C(O)C.[OH-].[OH-].[Pd+2]. The product is [CH3:1][O:2][C:3]([C:4]1[C:5]([NH:15][C:16]2[CH:21]=[CH:20][CH:19]=[CH:18][CH:17]=2)=[C:6]([F:14])[C:7]2[N:13]=[CH:23][NH:10][C:8]=2[CH:9]=1)=[O:22]. The yield is 0.860. (3) The reactants are [CH3:1][O:2][C:3]1[C:7]([C:8]2[CH:13]=[CH:12][CH:11]=[CH:10][N:9]=2)=[C:6]([NH2:14])[NH:5][N:4]=1.[O:15]1[C:19]2[CH:20]=[CH:21][C:22]([C:24](=O)[CH2:25][C:26](OCC)=[O:27])=[CH:23][C:18]=2[O:17][CH2:16]1.CC1C=CC(S(O)(=O)=O)=CC=1. The catalyst is CCCCO. The product is [O:15]1[C:19]2[CH:20]=[CH:21][C:22]([C:24]3[NH:14][C:6]4[N:5]([N:4]=[C:3]([O:2][CH3:1])[C:7]=4[C:8]4[CH:13]=[CH:12][CH:11]=[CH:10][N:9]=4)[C:26](=[O:27])[CH:25]=3)=[CH:23][C:18]=2[O:17][CH2:16]1. The yield is 0.190. (4) The reactants are [Cl:1][C:2]1[CH:3]=[C:4]2[C:12](=[CH:13][CH:14]=1)[NH:11][C:10]1[CH:9]([NH2:15])[CH2:8][CH2:7][CH2:6][C:5]2=1.[CH3:16][C:17]1[N:22]=[C:21]([C:23](O)=[O:24])[CH:20]=[CH:19][CH:18]=1.CN(C=O)C.CCN=C=NCCCN(C)C. The catalyst is ClCCl.CN(C1C=CN=CC=1)C.O. The product is [Cl:1][C:2]1[CH:3]=[C:4]2[C:12](=[CH:13][CH:14]=1)[NH:11][C:10]1[CH:9]([NH:15][C:23]([C:21]3[CH:20]=[CH:19][CH:18]=[C:17]([CH3:16])[N:22]=3)=[O:24])[CH2:8][CH2:7][CH2:6][C:5]2=1. The yield is 0.400. (5) The reactants are [CH2:1]([N:8]1[CH2:13][CH2:12][CH:11]([C:14]([NH:16][C:17]2[CH:22]=[CH:21][C:20]([CH2:23][NH:24][C:25]3[C:34]4[C:29](=[CH:30][CH:31]=[CH:32][CH:33]=4)[N:28]=[C:27](Cl)[N:26]=3)=[CH:19][CH:18]=2)=[O:15])[CH2:10][CH2:9]1)[C:2]1[CH:7]=[CH:6][CH:5]=[CH:4][CH:3]=1.[CH3:36][NH2:37]. No catalyst specified. The product is [CH2:1]([N:8]1[CH2:13][CH2:12][CH:11]([C:14]([NH:16][C:17]2[CH:22]=[CH:21][C:20]([CH2:23][NH:24][C:25]3[C:34]4[C:29](=[CH:30][CH:31]=[CH:32][CH:33]=4)[N:28]=[C:27]([NH:37][CH3:36])[N:26]=3)=[CH:19][CH:18]=2)=[O:15])[CH2:10][CH2:9]1)[C:2]1[CH:7]=[CH:6][CH:5]=[CH:4][CH:3]=1. The yield is 0.510. (6) The reactants are O.ON1C2C=CC=CC=2N=N1.Cl.CN(CCCN=C=NCC)C.C(N(CC)CC)C.[CH:31]1([CH2:34][N:35]2[C:43]([N:44]3[CH2:49][CH2:48][NH:47][CH2:46][CH2:45]3)=[N:42][C:41]3[C:36]2=[N:37][C:38]([C:56]2[CH:57]=[N:58][C:59]([NH2:62])=[N:60][CH:61]=2)=[N:39][C:40]=3[N:50]2[CH2:55][CH2:54][O:53][CH2:52][CH2:51]2)[CH2:33][CH2:32]1.Cl.[CH3:64][N:65]([CH3:70])[CH2:66][C:67](O)=[O:68]. The catalyst is ClCCl.CO.CN(C)C=O. The product is [CH:31]1([CH2:34][N:35]2[C:43]([N:44]3[CH2:49][CH2:48][N:47]([C:67](=[O:68])[CH2:66][N:65]([CH3:70])[CH3:64])[CH2:46][CH2:45]3)=[N:42][C:41]3[C:36]2=[N:37][C:38]([C:56]2[CH:61]=[N:60][C:59]([NH2:62])=[N:58][CH:57]=2)=[N:39][C:40]=3[N:50]2[CH2:55][CH2:54][O:53][CH2:52][CH2:51]2)[CH2:32][CH2:33]1. The yield is 0.710.